Dataset: Peptide-MHC class II binding affinity with 134,281 pairs from IEDB. Task: Regression. Given a peptide amino acid sequence and an MHC pseudo amino acid sequence, predict their binding affinity value. This is MHC class II binding data. (1) The peptide sequence is STGEAHLAEENEGDN. The MHC is HLA-DQA10201-DQB10301 with pseudo-sequence HLA-DQA10201-DQB10301. The binding affinity (normalized) is 0.567. (2) The peptide sequence is LLSLTFIKTTFSLHY. The MHC is DRB1_0701 with pseudo-sequence DRB1_0701. The binding affinity (normalized) is 0.809. (3) The peptide sequence is IPLYRNGDFFISSKD. The MHC is DRB1_0405 with pseudo-sequence DRB1_0405. The binding affinity (normalized) is 0.249.